Dataset: Reaction yield outcomes from USPTO patents with 853,638 reactions. Task: Predict the reaction yield, written as a fraction of the theoretical maximum amount of product (1.0 means a 100% yield; for example, 0.34 means a 34% yield). (1) The reactants are C(N(CC)CC)C.[CH:8]([C:10]1[C:18]2[C:13](=[CH:14][CH:15]=[CH:16][CH:17]=2)[N:12](C(OC(C)(C)C)=O)[CH:11]=1)=[O:9].[CH3:26][O:27][C:28]1[CH:29]=[C:30]([CH:38]=[CH:39][CH:40]=1)[N:31]=[CH:32][C:33]1[S:34][CH:35]=[CH:36][CH:37]=1. The catalyst is [Cl-].C([N+]1C(C)=C(CCO)SC=1)C1C=CC=CC=1.C(O)C. The product is [NH:12]1[C:13]2[C:18](=[CH:17][CH:16]=[CH:15][CH:14]=2)[C:10]([C:8](=[O:9])[CH:32]([NH:31][C:30]2[CH:38]=[CH:39][CH:40]=[C:28]([O:27][CH3:26])[CH:29]=2)[C:33]2[S:34][CH:35]=[CH:36][CH:37]=2)=[CH:11]1. The yield is 0.0700. (2) The reactants are [O:1]1[CH2:6][CH2:5]O[CH2:3][CH2:2]1.Br[C:8]1[CH:9]=[C:10]([CH:13]=[CH:14][CH:15]=1)[CH:11]=[O:12].C([Sn](CCCC)(CCCC)C1OC=CC=1)CCC.[F-].[K+]. The catalyst is Cl[Pd](Cl)([P](C1C=CC=CC=1)(C1C=CC=CC=1)C1C=CC=CC=1)[P](C1C=CC=CC=1)(C1C=CC=CC=1)C1C=CC=CC=1.C(OCC)(=O)C. The product is [O:1]1[CH:6]=[CH:5][CH:3]=[C:2]1[C:8]1[CH:9]=[C:10]([CH:13]=[CH:14][CH:15]=1)[CH:11]=[O:12]. The yield is 0.860.